Dataset: Full USPTO retrosynthesis dataset with 1.9M reactions from patents (1976-2016). Task: Predict the reactants needed to synthesize the given product. (1) Given the product [CH2:1]([O:3][C:4]1[CH:9]=[CH:8][CH:7]=[CH:6][C:5]=1[CH2:10][CH2:11][NH:12][C:22](=[O:23])[CH2:21][CH2:20][C:17]1[CH:18]=[CH:19][C:14]([OH:13])=[CH:15][CH:16]=1)[CH3:2], predict the reactants needed to synthesize it. The reactants are: [CH2:1]([O:3][C:4]1[CH:9]=[CH:8][CH:7]=[CH:6][C:5]=1[CH2:10][CH2:11][NH2:12])[CH3:2].[OH:13][C:14]1[CH:19]=[CH:18][C:17]([CH2:20][CH2:21][C:22](O)=[O:23])=[CH:16][CH:15]=1.F[B-](F)(F)F.N1(OC(N(C)C)=[N+](C)C)C2C=CC=CC=2N=N1.C(N(C(C)C)CC)(C)C. (2) The reactants are: Br[CH2:2][C:3]1[CH:4]=[CH:5][C:6]([C:9]2[CH:14]=[CH:13][C:12]([Br:15])=[C:11]([C:16]([F:19])([F:18])[F:17])[CH:10]=2)=[N:7][CH:8]=1.[F:20][C:21]1[C:26]([F:27])=[CH:25][CH:24]=[CH:23][C:22]=1[C:28]1[N:36]=[C:31]2[CH:32]=[N:33][NH:34][CH:35]=[C:30]2[N:29]=1. Given the product [Br:15][C:12]1[CH:13]=[CH:14][C:9]([C:6]2[N:7]=[CH:8][C:3]([CH2:2][N:33]3[CH:32]=[C:31]4[N:36]=[C:28]([C:22]5[CH:23]=[CH:24][CH:25]=[C:26]([F:27])[C:21]=5[F:20])[N:29]=[C:30]4[CH:35]=[N:34]3)=[CH:4][CH:5]=2)=[CH:10][C:11]=1[C:16]([F:19])([F:18])[F:17], predict the reactants needed to synthesize it.